This data is from Cav3 T-type calcium channel HTS with 100,875 compounds. The task is: Binary Classification. Given a drug SMILES string, predict its activity (active/inactive) in a high-throughput screening assay against a specified biological target. The molecule is S(=O)(=O)(N(C1CCCCC1)C)c1cc([N+]([O-])=O)c(SCC(OCC)=O)cc1. The result is 0 (inactive).